Dataset: Forward reaction prediction with 1.9M reactions from USPTO patents (1976-2016). Task: Predict the product of the given reaction. (1) Given the reactants Cl[C:2]1[N:7]=[C:6]([C:8]2[CH:9]=[N:10][N:11]([CH:13]([CH:17]3[CH2:22][CH2:21][O:20][CH2:19][CH2:18]3)[CH2:14][C:15]#[N:16])[CH:12]=2)[CH:5]=[CH:4][N:3]=1.[NH2:23][C:24]1[CH:32]=[CH:31][C:27]([C:28]([OH:30])=[O:29])=[CH:26][CH:25]=1.C1(C)C=CC(S(O)(=O)=O)=CC=1.O1CCOCC1, predict the reaction product. The product is: [C:15]([CH2:14][CH:13]([N:11]1[CH:12]=[C:8]([C:6]2[CH:5]=[CH:4][N:3]=[C:2]([NH:23][C:24]3[CH:32]=[CH:31][C:27]([C:28]([OH:30])=[O:29])=[CH:26][CH:25]=3)[N:7]=2)[CH:9]=[N:10]1)[CH:17]1[CH2:22][CH2:21][O:20][CH2:19][CH2:18]1)#[N:16]. (2) Given the reactants C(OC(=O)[NH:7][C:8]1(/[CH:16]=[CH:17]/[C:18]2[CH:23]=[CH:22][C:21]([O:24][CH2:25][CH2:26][CH2:27][C:28]3[CH:33]=[CH:32][CH:31]=[CH:30][C:29]=3[F:34])=[C:20]([C:35]([F:38])([F:37])[F:36])[CH:19]=2)[CH2:13][O:12]C(C)(C)[O:10][CH2:9]1)(C)(C)C.[ClH:40], predict the reaction product. The product is: [ClH:40].[NH2:7][C:8](/[CH:16]=[CH:17]/[C:18]1[CH:23]=[CH:22][C:21]([O:24][CH2:25][CH2:26][CH2:27][C:28]2[CH:33]=[CH:32][CH:31]=[CH:30][C:29]=2[F:34])=[C:20]([C:35]([F:38])([F:36])[F:37])[CH:19]=1)([CH2:13][OH:12])[CH2:9][OH:10]. (3) Given the reactants [N+:1]([C:4]1[CH:9]=[C:8]([C:10]2[CH:15]=[CH:14][CH:13]=[C:12]([NH:16][C:17](=[O:22])[C:18]([F:21])([F:20])[F:19])[CH:11]=2)[CH:7]=[CH:6][C:5]=1[CH:23](C(OC)=O)[C:24]([O:26]C)=[O:25])([O-:3])=[O:2], predict the reaction product. The product is: [N+:1]([C:4]1[CH:9]=[C:8]([C:10]2[CH:15]=[CH:14][CH:13]=[C:12]([NH:16][C:17](=[O:22])[C:18]([F:19])([F:20])[F:21])[CH:11]=2)[CH:7]=[CH:6][C:5]=1[CH2:23][C:24]([OH:26])=[O:25])([O-:3])=[O:2]. (4) Given the reactants [C:1](Cl)(=[O:17])[CH2:2][CH2:3][CH2:4][CH2:5][CH2:6][CH2:7][CH2:8][CH2:9][CH2:10][CH2:11][CH2:12][CH2:13][CH2:14][CH2:15][CH3:16].[CH2:19]([O:35][CH2:36][C@H:37]([CH2:39][O:40][CH2:41][C:42]1[CH:47]=[CH:46][C:45]([O:48][CH3:49])=[CH:44][CH:43]=1)[OH:38])[CH2:20][CH2:21][CH2:22][CH2:23][CH2:24][CH2:25][CH2:26][CH2:27][CH2:28][CH2:29][CH2:30][CH2:31][CH2:32][CH2:33][CH3:34].N1C=CC=CC=1, predict the reaction product. The product is: [C:1]([O:38][C@@H:37]([CH2:39][O:40][CH2:41][C:42]1[CH:47]=[CH:46][C:45]([O:48][CH3:49])=[CH:44][CH:43]=1)[CH2:36][O:35][CH2:19][CH2:20][CH2:21][CH2:22][CH2:23][CH2:24][CH2:25][CH2:26][CH2:27][CH2:28][CH2:29][CH2:30][CH2:31][CH2:32][CH2:33][CH3:34])(=[O:17])[CH2:2][CH2:3][CH2:4][CH2:5][CH2:6][CH2:7][CH2:8][CH2:9][CH2:10][CH2:11][CH2:12][CH2:13][CH2:14][CH2:15][CH3:16].